Dataset: Reaction yield outcomes from USPTO patents with 853,638 reactions. Task: Predict the reaction yield, written as a fraction of the theoretical maximum amount of product (1.0 means a 100% yield; for example, 0.34 means a 34% yield). (1) The reactants are [O:1]=[S:2]1(=[O:18])[C:7]2[CH:8]=[C:9]([NH:12]S(C)(=O)=O)[CH:10]=[CH:11][C:6]=2[NH:5]C(=O)[NH:3]1.[OH-].[Na+].C(=O)([O-])[O-].[Na+].[Na+].NC1C=CC(NS(C)(=O)=O)=CC=1S(N)(=O)=O. The catalyst is S(=O)(=O)(O)O. The product is [NH2:5][C:6]1[CH:11]=[CH:10][C:9]([NH2:12])=[CH:8][C:7]=1[S:2]([NH2:3])(=[O:1])=[O:18]. The yield is 0.750. (2) The reactants are [C:1]1([CH:7]([C:9]2[S:13][C:12]([C:14]#[C:15][C:16]3[CH:21]=[CH:20][CH:19]=[CH:18][CH:17]=3)=[N:11][CH:10]=2)[OH:8])[CH:6]=[CH:5][CH:4]=[CH:3][CH:2]=1.[Cr](O[Cr]([O-])(=O)=O)([O-])(=O)=O.[NH+]1C=CC=CC=1.[NH+]1C=CC=CC=1. The catalyst is ClCCl.CCOC(C)=O. The product is [C:1]1([C:7]([C:9]2[S:13][C:12]([C:14]#[C:15][C:16]3[CH:21]=[CH:20][CH:19]=[CH:18][CH:17]=3)=[N:11][CH:10]=2)=[O:8])[CH:2]=[CH:3][CH:4]=[CH:5][CH:6]=1. The yield is 0.870. (3) The reactants are Cl[CH2:2][C:3]([NH:5][C:6]1[CH:7]=[C:8]([CH:23]=[CH:24][C:25]=1[O:26][C:27]([F:30])([F:29])[F:28])[C:9]([NH:11][C:12]1[S:13][C:14]([C:17]2[CH:22]=[CH:21][CH:20]=[CH:19][CH:18]=2)=[N:15][N:16]=1)=[O:10])=[O:4].[CH3:31][N:32]1[CH2:38][CH2:37][CH2:36][NH:35][CH2:34][CH2:33]1.[I-].[K+].C(N(C(C)C)C(C)C)C. The catalyst is CN(C=O)C. The product is [CH3:31][N:32]1[CH2:38][CH2:37][CH2:36][N:35]([CH2:2][C:3]([NH:5][C:6]2[CH:7]=[C:8]([CH:23]=[CH:24][C:25]=2[O:26][C:27]([F:30])([F:29])[F:28])[C:9]([NH:11][C:12]2[S:13][C:14]([C:17]3[CH:22]=[CH:21][CH:20]=[CH:19][CH:18]=3)=[N:15][N:16]=2)=[O:10])=[O:4])[CH2:34][CH2:33]1. The yield is 0.210. (4) The reactants are C([O:3][C:4]([C:6]1[N:7]=[N:8][N:9]([CH2:18][C:19]2[CH:24]=[C:23]([C:25]([F:28])([F:27])[F:26])[CH:22]=[C:21]([C:29]([F:32])([F:31])[F:30])[CH:20]=2)[C:10]=1[C:11]1[CH:16]=[CH:15][CH:14]=[CH:13][C:12]=1[Cl:17])=[O:5])C.[OH-].[Na+]. The catalyst is CCO.Cl. The product is [F:32][C:29]([F:30])([F:31])[C:21]1[CH:20]=[C:19]([CH:24]=[C:23]([C:25]([F:26])([F:27])[F:28])[CH:22]=1)[CH2:18][N:9]1[C:10]([C:11]2[CH:16]=[CH:15][CH:14]=[CH:13][C:12]=2[Cl:17])=[C:6]([C:4]([OH:5])=[O:3])[N:7]=[N:8]1. The yield is 0.900. (5) The reactants are [F:1][CH:2]([F:14])[O:3][C:4]1[CH:12]=[CH:11][C:7](C(O)=O)=[C:6]([F:13])[CH:5]=1.C1C=CC(P(N=[N+]=[N-])(C2C=CC=CC=2)=[O:22])=CC=1.CC[N:34]([CH2:37]C)CC.[CH3:39][C:40]([OH:43])([CH3:42])[CH3:41]. No catalyst specified. The product is [F:14][CH:2]([F:1])[O:3][C:4]1[CH:12]=[CH:11][C:7]([NH:34][C:37](=[O:22])[O:43][C:40]([CH3:42])([CH3:41])[CH3:39])=[C:6]([F:13])[CH:5]=1. The yield is 0.630.